From a dataset of Full USPTO retrosynthesis dataset with 1.9M reactions from patents (1976-2016). Predict the reactants needed to synthesize the given product. (1) Given the product [C:20]([O:23][C:24]([N:8]([C:6]1[C:5]([CH3:18])=[CH:4][N:3]=[C:2]([Cl:1])[N:7]=1)[C:9]1[CH:10]=[C:11]2[C:15](=[CH:16][CH:17]=1)[N:14]([C:24]([O:23][C:20]([CH3:22])([CH3:21])[CH3:19])=[O:25])[N:13]=[CH:12]2)=[O:25])([CH3:22])([CH3:21])[CH3:19], predict the reactants needed to synthesize it. The reactants are: [Cl:1][C:2]1[N:7]=[C:6]([NH:8][C:9]2[CH:10]=[C:11]3[C:15](=[CH:16][CH:17]=2)[NH:14][N:13]=[CH:12]3)[C:5]([CH3:18])=[CH:4][N:3]=1.[CH3:19][C:20]([O:23][C:24](O[C:24]([O:23][C:20]([CH3:22])([CH3:21])[CH3:19])=[O:25])=[O:25])([CH3:22])[CH3:21]. (2) Given the product [NH2:9][C:3]1[N:4]=[CH:5][N:6]=[C:7]([NH:26][C@@H:13]2[CH2:12][C@@H:11]([F:10])[CH2:16][N:15]([C:17](=[O:46])[CH:18]=[CH2:23])[CH2:14]2)[C:2]=1[C:37]1[CH:38]=[CH:39][C:34]([O:27][C:28]2[CH:33]=[CH:32][CH:31]=[CH:30][CH:29]=2)=[CH:35][CH:36]=1, predict the reactants needed to synthesize it. The reactants are: Cl[C:2]1[C:3]([NH2:9])=[N:4][CH:5]=[N:6][C:7]=1Cl.[F:10][C@H:11]1[CH2:16][N:15]([CH2:17][C:18]2[CH:23]=CC(OC)=CC=2)[CH2:14][C@H:13]([NH2:26])[CH2:12]1.[O:27]([C:34]1[CH:39]=[CH:38][C:37](B(O)O)=[CH:36][CH:35]=1)[C:28]1[CH:33]=[CH:32][CH:31]=[CH:30][CH:29]=1.C(Cl)(=[O:46])C=C. (3) Given the product [F:1][C:2]1[C:3]([O:10][CH3:11])=[CH:4][C:5]([C:6]#[N:7])=[CH:8][C:9]=1[CH:33]([C:32]1[CH:35]=[CH:36][CH:37]=[C:30]([F:29])[CH:31]=1)[OH:34], predict the reactants needed to synthesize it. The reactants are: [F:1][C:2]1[CH:9]=[CH:8][C:5]([C:6]#[N:7])=[CH:4][C:3]=1[O:10][CH3:11].CN(CCN(CCN(C)C)C)C.C([Li])CCC.[F:29][C:30]1[CH:31]=[C:32]([CH:35]=[CH:36][CH:37]=1)[CH:33]=[O:34]. (4) Given the product [CH3:21][O:20][CH2:19][CH2:18][O:17][C:16]1[C:6]([O:5][CH2:4][CH2:3][O:2][CH3:1])=[CH:7][C:8]([C:9]([O:11][CH2:12][CH3:13])=[O:10])=[C:14]([N+:22]([O-:24])=[O:23])[CH:15]=1, predict the reactants needed to synthesize it. The reactants are: [CH3:1][O:2][CH2:3][CH2:4][O:5][C:6]1[CH:7]=[C:8]([CH:14]=[CH:15][C:16]=1[O:17][CH2:18][CH2:19][O:20][CH3:21])[C:9]([O:11][CH2:12][CH3:13])=[O:10].[N+:22]([O-])([OH:24])=[O:23]. (5) Given the product [ClH:30].[O:29]=[C:27]1[O:26][N:25]=[C:24]([C:21]2[CH:22]=[C:23]3[C:18](=[CH:19][CH:20]=2)[O:17][C:4]2([CH2:9][CH2:8][NH:7][CH2:6][CH2:5]2)[CH2:3][C:2]3=[O:1])[NH:28]1, predict the reactants needed to synthesize it. The reactants are: [O:1]=[C:2]1[C:23]2[C:18](=[CH:19][CH:20]=[C:21]([C:24]3[NH:28][C:27](=[O:29])[O:26][N:25]=3)[CH:22]=2)[O:17][C:4]2([CH2:9][CH2:8][N:7](C(OC(C)(C)C)=O)[CH2:6][CH2:5]2)[CH2:3]1.[ClH:30]. (6) Given the product [C:49]([N:52]1[C:61]2[C:56](=[CH:57][C:58]([N:47]3[CH:48]=[C:44]([CH3:43])[N:45]=[CH:46]3)=[CH:59][CH:60]=2)[C@H:55]([NH:63][C:64](=[O:69])[O:65][CH:66]([CH3:67])[CH3:68])[CH2:54][C@@H:53]1[CH3:70])(=[O:51])[CH3:50], predict the reactants needed to synthesize it. The reactants are: CC1(C)C2C(=C(P(C3C=CC=CC=3)C3C=CC=CC=3)C=CC=2)OC2C(P(C3C=CC=CC=3)C3C=CC=CC=3)=CC=CC1=2.[CH3:43][C:44]1[N:45]=[CH:46][NH:47][CH:48]=1.[C:49]([N:52]1[C:61]2[C:56](=[CH:57][C:58](Br)=[CH:59][CH:60]=2)[C@H:55]([NH:63][C:64](=[O:69])[O:65][CH:66]([CH3:68])[CH3:67])[CH2:54][C@@H:53]1[CH3:70])(=[O:51])[CH3:50].C(=O)([O-])[O-].[K+].[K+]. (7) Given the product [CH3:24][C:22]([NH:25][C:26](=[O:32])[O:27][C:28]([CH3:30])([CH3:29])[CH3:31])([CH3:23])[CH2:21][CH2:20][N:19]1[C:14]2[CH:15]=[CH:16][CH:17]=[CH:18][C:13]=2[C:6]([CH2:7][CH2:8][CH3:9])([CH2:10][CH2:11][CH3:12])[O:5][C:1]1=[O:2], predict the reactants needed to synthesize it. The reactants are: [C:1](Cl)(Cl)=[O:2].[OH:5][C:6]([C:13]1[CH:18]=[CH:17][CH:16]=[CH:15][C:14]=1[NH:19][CH2:20][CH2:21][C:22]([NH:25][C:26](=[O:32])[O:27][C:28]([CH3:31])([CH3:30])[CH3:29])([CH3:24])[CH3:23])([CH2:10][CH2:11][CH3:12])[CH2:7][CH2:8][CH3:9].C(N(CC)CC)C.N. (8) Given the product [CH3:17][N:6]1[CH2:7][CH2:8][N:9]([C:10]([O:12][C:13]([CH3:14])([CH3:16])[CH3:15])=[O:11])[C@@H:4]([CH:2]([CH3:1])[CH3:3])[CH2:5]1, predict the reactants needed to synthesize it. The reactants are: [CH3:1][CH:2]([C@@H:4]1[N:9]([C:10]([O:12][C:13]([CH3:16])([CH3:15])[CH3:14])=[O:11])[CH2:8][CH2:7][NH:6][CH2:5]1)[CH3:3].[C:17](O[BH-](OC(=O)C)OC(=O)C)(=O)C.[Na+].C=O.